From a dataset of Full USPTO retrosynthesis dataset with 1.9M reactions from patents (1976-2016). Predict the reactants needed to synthesize the given product. (1) Given the product [CH2:5]([O:12][CH2:13][CH2:14][NH:15][C:16]1[N:17]=[C:18]([O:25][CH3:26])[C:19]([NH:24][C:36]([C:34]2[O:35][C:31]([O:30][C:29]3[CH:40]=[C:41]([Si:44]([CH3:47])([CH3:46])[CH3:45])[CH:42]=[CH:43][C:28]=3[CH3:27])=[CH:32][CH:33]=2)=[O:37])=[C:20]([O:22][CH3:23])[N:21]=1)[C:6]1[CH:11]=[CH:10][CH:9]=[CH:8][CH:7]=1, predict the reactants needed to synthesize it. The reactants are: C[Al](C)C.[CH2:5]([O:12][CH2:13][CH2:14][NH:15][C:16]1[N:21]=[C:20]([O:22][CH3:23])[C:19]([NH2:24])=[C:18]([O:25][CH3:26])[N:17]=1)[C:6]1[CH:11]=[CH:10][CH:9]=[CH:8][CH:7]=1.[CH3:27][C:28]1[CH:43]=[CH:42][C:41]([Si:44]([CH3:47])([CH3:46])[CH3:45])=[CH:40][C:29]=1[O:30][C:31]1[O:35][C:34]([C:36](OC)=[O:37])=[CH:33][CH:32]=1.C([O-])(=O)C.[NH4+]. (2) The reactants are: [Cl:1][C:2]1[CH:7]=[CH:6][C:5]([SH:8])=[CH:4][CH:3]=1.C([O-])([O-])=O.[K+].[K+].Br[CH2:16][CH:17]([O:21][CH2:22][CH3:23])[O:18][CH2:19][CH3:20]. Given the product [Cl:1][C:2]1[CH:7]=[CH:6][C:5]([S:8][CH2:16][CH:17]([O:21][CH2:22][CH3:23])[O:18][CH2:19][CH3:20])=[CH:4][CH:3]=1, predict the reactants needed to synthesize it. (3) Given the product [CH3:24][C:23]1[CH:22]=[C:21]([CH3:25])[NH:20][C:19](=[O:26])[C:18]=1[CH2:17][NH:16][C:14]([C:4]1[C:5]2[CH:10]=[N:9][N:8]([CH:11]([CH3:13])[CH3:12])[C:6]=2[N:7]=[C:2]([C:46]#[C:36][C:37]2[CH:38]=[CH:39][N:44]=[CH:43][CH:42]=2)[CH:3]=1)=[O:15], predict the reactants needed to synthesize it. The reactants are: Cl[C:2]1[CH:3]=[C:4]([C:14]([NH:16][CH2:17][C:18]2[C:19](=[O:26])[NH:20][C:21]([CH3:25])=[CH:22][C:23]=2[CH3:24])=[O:15])[C:5]2[CH:10]=[N:9][N:8]([CH:11]([CH3:13])[CH3:12])[C:6]=2[N:7]=1.[I-].[Na+].C(N(CC)CC)C.[CH2:36]1[CH2:46]C[N:44]2[C:39](=NC[CH2:42][CH2:43]2)[CH2:38][CH2:37]1.C(C1C=CN=CC=1)#C. (4) Given the product [CH2:1]([C@@H:8]1[C@@H:16]([O:17][CH3:35])[C@H:15]([CH3:18])[O:14][C:13](=[O:19])[C@@H:12]([N:20]([C:21]([O:22][C:23]([CH3:26])([CH3:24])[CH3:25])=[O:27])[C:28](=[O:29])[O:30][C:31]([CH3:33])([CH3:32])[CH3:34])[CH2:11][O:10][CH2:9]1)[C:2]1[CH:3]=[CH:4][CH:5]=[CH:6][CH:7]=1, predict the reactants needed to synthesize it. The reactants are: [CH2:1]([C@@H:8]1[C@@H:16]([OH:17])[C@H:15]([CH3:18])[O:14][C:13](=[O:19])[C@@H:12]([N:20]([C:28]([O:30][C:31]([CH3:34])([CH3:33])[CH3:32])=[O:29])[C:21](=[O:27])[O:22][C:23]([CH3:26])([CH3:25])[CH3:24])[CH2:11][O:10][CH2:9]1)[C:2]1[CH:7]=[CH:6][CH:5]=[CH:4][CH:3]=1.[CH3:35]N(C1C2C(N(C)C)=CC=CC=2C=CC=1)C.F[B-](F)(F)F.C[O+](C)C.